From a dataset of Forward reaction prediction with 1.9M reactions from USPTO patents (1976-2016). Predict the product of the given reaction. (1) Given the reactants C(O)(C(F)(F)F)=O.[CH:8]1([N:11]2[C:15]3[C:16]([O:41][C@@H:42]([C@@H:44]4[CH2:48][C:47](=[O:49])[NH:46][CH2:45]4)[CH3:43])=[N:17][C:18]([C:20]4[CH:28]=[C:27]5[C:23]([C:24]6([CH2:33][N:32](C(OC(C)(C)C)=O)[CH2:31]6)[C:25](=[O:30])[N:26]5[CH3:29])=[CH:22][CH:21]=4)=[CH:19][C:14]=3[N:13]=[CH:12]2)[CH2:10][CH2:9]1, predict the reaction product. The product is: [CH:8]1([N:11]2[C:15]3[C:16]([O:41][C@@H:42]([C@@H:44]4[CH2:48][C:47](=[O:49])[NH:46][CH2:45]4)[CH3:43])=[N:17][C:18]([C:20]4[CH:28]=[C:27]5[C:23]([C:24]6([CH2:31][NH:32][CH2:33]6)[C:25](=[O:30])[N:26]5[CH3:29])=[CH:22][CH:21]=4)=[CH:19][C:14]=3[N:13]=[CH:12]2)[CH2:10][CH2:9]1. (2) Given the reactants [CH3:1][O:2][C:3]1[C:4](C=O)=[CH:5][C:6]2[O:10][CH2:9][CH2:8][C:7]=2[CH:11]=1.[C:14]([O:22][CH2:23][CH3:24])(=[O:21])[CH2:15][C:16]([O:18][CH2:19][CH3:20])=[O:17].C(O)(=O)C.N1CCCCC1, predict the reaction product. The product is: [CH3:1][O:2][CH:3]1[CH:11]=[C:7]2[CH2:8][CH2:9][O:10][C:6]2=[CH:5][C:4]1=[C:15]([C:16]([O:18][CH2:19][CH3:20])=[O:17])[C:14]([O:22][CH2:23][CH3:24])=[O:21]. (3) The product is: [CH2:27]([C:24]1[CH:23]=[CH:22][C:21]([C:20]([NH:19][C:12]2[CH:11]=[CH:10][C:9]([NH:8][C:6](=[O:7])[C:5]3[CH:4]=[CH:3][C:2]([N:1]([S:41]([C:37]4[CH:38]=[CH:39][CH:40]=[C:35]([Cl:34])[C:51]=4[CH3:52])(=[O:43])=[O:42])[S:41]([C:37]4[CH:38]=[CH:39][CH:40]=[C:35]([Cl:34])[C:36]=4[CH3:45])(=[O:43])=[O:42])=[CH:33][CH:32]=3)=[CH:18][C:13]=2[C:14]([O:16][CH3:17])=[O:15])=[O:31])=[CH:26][CH:25]=1)[CH2:28][CH2:29][CH3:30]. Given the reactants [NH2:1][C:2]1[CH:33]=[CH:32][C:5]([C:6]([NH:8][C:9]2[CH:10]=[CH:11][C:12]([NH:19][C:20](=[O:31])[C:21]3[CH:26]=[CH:25][C:24]([CH2:27][CH2:28][CH2:29][CH3:30])=[CH:23][CH:22]=3)=[C:13]([CH:18]=2)[C:14]([O:16][CH3:17])=[O:15])=[O:7])=[CH:4][CH:3]=1.[Cl:34][C:35]1[C:36]([CH3:45])=[C:37]([S:41](Cl)(=[O:43])=[O:42])[CH:38]=[CH:39][CH:40]=1.C(N([CH2:51][CH3:52])CC)C, predict the reaction product. (4) Given the reactants [CH2:1]([NH2:4])[CH2:2][NH2:3].F[C:6]1[CH:11]=[CH:10][CH:9]=[CH:8][N:7]=1, predict the reaction product. The product is: [N:7]1[CH:8]=[CH:9][CH:10]=[CH:11][C:6]=1[NH:3][CH2:2][CH2:1][NH2:4].